This data is from Reaction yield outcomes from USPTO patents with 853,638 reactions. The task is: Predict the reaction yield, written as a fraction of the theoretical maximum amount of product (1.0 means a 100% yield; for example, 0.34 means a 34% yield). (1) The reactants are Br[C:2]1[CH:7]=[CH:6][C:5]([N:8]([C:16]2[CH:21]=[CH:20][C:19](Br)=[CH:18][CH:17]=2)[C:9]2[CH:14]=[CH:13][C:12](Br)=[CH:11][CH:10]=2)=[CH:4][CH:3]=1.[CH3:23][Si:24]([C:27]#[CH:28])([CH3:26])[CH3:25]. The catalyst is [Cu](I)I.C(NC(C)C)(C)C. The product is [CH3:23][Si:24]([C:27]#[C:28][C:2]1[CH:7]=[CH:6][C:5]([N:8]([C:16]2[CH:21]=[CH:20][C:19]([C:28]#[C:27][Si:24]([CH3:26])([CH3:25])[CH3:23])=[CH:18][CH:17]=2)[C:9]2[CH:14]=[CH:13][C:12]([C:28]#[C:27][Si:24]([CH3:26])([CH3:25])[CH3:23])=[CH:11][CH:10]=2)=[CH:4][CH:3]=1)([CH3:26])[CH3:25]. The yield is 0.810. (2) The yield is 1.00. The reactants are C(=O)([O:5][C:6]1[CH:11]=[CH:10][C:9]([S:12]([N:15]2[C@@H:28]([CH3:29])[C:27]3[C:22](=[CH:23][CH:24]=[C:25]([F:30])[CH:26]=3)[C:21]3[CH:20]=[CH:19][CH:18]=[CH:17][C:16]2=3)(=[O:14])=[O:13])=[CH:8][CH:7]=1)OCC.[OH-].[Na+]. The product is [F:30][C:25]1[CH:26]=[C:27]2[C:22](=[CH:23][CH:24]=1)[C:21]1[CH:20]=[CH:19][CH:18]=[CH:17][C:16]=1[N:15]([S:12]([C:9]1[CH:8]=[CH:7][C:6]([OH:5])=[CH:11][CH:10]=1)(=[O:14])=[O:13])[C@H:28]2[CH3:29]. The catalyst is CO. (3) The reactants are [NH2:1][C:2]1[CH:7]=[CH:6][C:5]([C:8]2[C:13]([Cl:14])=[CH:12][C:11]([NH:15][C:16]3[N:20]=[C:19]([NH2:21])[NH:18][N:17]=3)=[CH:10][C:9]=2[Cl:22])=[CH:4][CH:3]=1.[CH3:23][O:24][CH2:25][C:26](O)=[O:27].CCN(C(C)C)C(C)C.CN(C(ON1N=NC2C=CC=NC1=2)=[N+](C)C)C.F[P-](F)(F)(F)(F)F. The catalyst is CN(C=O)C.O. The product is [NH2:21][C:19]1[NH:18][N:17]=[C:16]([NH:15][C:11]2[CH:12]=[C:13]([Cl:14])[C:8]([C:5]3[CH:6]=[CH:7][C:2]([NH:1][C:26](=[O:27])[CH2:25][O:24][CH3:23])=[CH:3][CH:4]=3)=[C:9]([Cl:22])[CH:10]=2)[N:20]=1. The yield is 0.240. (4) The reactants are C[O:2][C:3](=[O:19])[C:4]1[C:5](=[C:10]([CH3:18])[C:11]([NH2:17])=[C:12]([N+:14]([O-:16])=[O:15])[CH:13]=1)[C:6]([O:8][CH3:9])=[O:7].[OH-].[Na+].Cl. The catalyst is C1COCC1.O. The product is [CH3:9][O:8][C:6](=[O:7])[C:5]1[C:4](=[CH:13][C:12]([N+:14]([O-:16])=[O:15])=[C:11]([NH2:17])[C:10]=1[CH3:18])[C:3]([OH:19])=[O:2]. The yield is 0.760. (5) The yield is 0.470. The catalyst is CN1CCCC1=O.CCOC(C)=O. The reactants are [Br:1][C:2]1[CH:7]=[CH:6][C:5]([OH:8])=[C:4]([F:9])[CH:3]=1.[H-].[Na+].[N+]([C:15]1[CH:16]=[C:17]([CH3:22])[N+:18]([O-:21])=[CH:19][CH:20]=1)([O-])=O. The product is [Br:1][C:2]1[CH:7]=[CH:6][C:5]([O:8][C:15]2[CH:20]=[CH:19][N+:18]([O-:21])=[C:17]([CH3:22])[CH:16]=2)=[C:4]([F:9])[CH:3]=1. (6) The reactants are [NH2:1][C:2]1[CH:6]=[CH:5][NH:4][N:3]=1.C(N(CC)CC)C.[C:14](O[C:14]([O:16][C:17]([CH3:20])([CH3:19])[CH3:18])=[O:15])([O:16][C:17]([CH3:20])([CH3:19])[CH3:18])=[O:15]. The catalyst is O1CCOCC1. The product is [C:17]([O:16][C:14]([N:3]1[C:2]([NH2:1])=[CH:6][CH:5]=[N:4]1)=[O:15])([CH3:20])([CH3:19])[CH3:18]. The yield is 0.500. (7) The reactants are Br[C:2]1[C:3]([F:22])=[C:4]([C:18]([Cl:21])=[CH:19][CH:20]=1)[CH2:5][CH:6]1[CH2:10][CH2:9][N:8]([CH:11]2[CH2:16][CH2:15][CH2:14][CH2:13][CH2:12]2)[C:7]1=[O:17].[Br-].[CH2:24]([O:26][C:27](=[O:32])[CH2:28][CH2:29][CH2:30][Zn+])[CH3:25].O. The catalyst is C1COCC1.C1C=CC(P(C2C=CC=CC=2)[C-]2C=CC=C2)=CC=1.C1C=CC(P(C2C=CC=CC=2)[C-]2C=CC=C2)=CC=1.Cl[Pd]Cl.[Fe+2]. The product is [CH2:24]([O:26][C:27](=[O:32])[CH2:28][CH2:29][CH2:30][C:2]1[CH:20]=[CH:19][C:18]([Cl:21])=[C:4]([CH2:5][CH:6]2[CH2:10][CH2:9][N:8]([CH:11]3[CH2:16][CH2:15][CH2:14][CH2:13][CH2:12]3)[C:7]2=[O:17])[C:3]=1[F:22])[CH3:25]. The yield is 0.920.